Dataset: Reaction yield outcomes from USPTO patents with 853,638 reactions. Task: Predict the reaction yield, written as a fraction of the theoretical maximum amount of product (1.0 means a 100% yield; for example, 0.34 means a 34% yield). (1) The reactants are [CH3:1][O:2][C:3]1[CH:8]=[CH:7][CH:6]=[CH:5][C:4]=1[C:9]1[N:14]=[CH:13][N:12]=[C:11]([NH2:15])[CH:10]=1.[CH2:16]([O:23][C:24]([N:26]1[CH2:31][CH2:30][CH2:29][C@H:28]([C:32](Cl)=[O:33])[CH2:27]1)=[O:25])[C:17]1[CH:22]=[CH:21][CH:20]=[CH:19][CH:18]=1.C(OCC)(=O)C. The catalyst is ClCCl.CN(C)C1C=CN=CC=1.CCCCCC. The product is [CH2:16]([O:23][C:24]([N:26]1[CH2:31][CH2:30][CH2:29][C@H:28]([C:32](=[O:33])[NH:15][C:11]2[CH:10]=[C:9]([C:4]3[CH:5]=[CH:6][CH:7]=[CH:8][C:3]=3[O:2][CH3:1])[N:14]=[CH:13][N:12]=2)[CH2:27]1)=[O:25])[C:17]1[CH:22]=[CH:21][CH:20]=[CH:19][CH:18]=1. The yield is 0.540. (2) The reactants are Cl[C:2]1[CH:11]=[CH:10][C:5]([C:6]([O:8][CH3:9])=[O:7])=[CH:4][N:3]=1.[C:12]([S:31][CH2:32][CH2:33][NH2:34])([C:25]1[CH:30]=[CH:29][CH:28]=[CH:27][CH:26]=1)([C:19]1[CH:24]=[CH:23][CH:22]=[CH:21][CH:20]=1)[C:13]1[CH:18]=[CH:17][CH:16]=[CH:15][CH:14]=1.C(=O)([O-])[O-].[Cs+].[Cs+].ClCCl. The catalyst is O1CCOCC1.O. The product is [CH3:9][O:8][C:6](=[O:7])[C:5]1[CH:10]=[CH:11][C:2]([NH:34][CH2:33][CH2:32][S:31][C:12]([C:19]2[CH:24]=[CH:23][CH:22]=[CH:21][CH:20]=2)([C:13]2[CH:14]=[CH:15][CH:16]=[CH:17][CH:18]=2)[C:25]2[CH:30]=[CH:29][CH:28]=[CH:27][CH:26]=2)=[N:3][CH:4]=1. The yield is 0.510. (3) The reactants are [OH:1][CH2:2][CH2:3][C@H:4]1[CH2:15][CH2:14][C:13]2[S:12][C:11]3[N:10]=[CH:9][N:8]=[C:7]([O:16][CH:17]4[CH2:22][CH2:21][CH:20]([N:23](C)[C:24](=O)OC(C)(C)C)[CH2:19][CH2:18]4)[C:6]=3[C:5]1=2.Cl.C(=O)(O)[O-].[Na+]. The catalyst is ClCCl. The product is [CH3:24][NH:23][CH:20]1[CH2:21][CH2:22][CH:17]([O:16][C:7]2[C:6]3[C:5]4[C@@H:4]([CH2:3][CH2:2][OH:1])[CH2:15][CH2:14][C:13]=4[S:12][C:11]=3[N:10]=[CH:9][N:8]=2)[CH2:18][CH2:19]1. The yield is 0.770. (4) The reactants are Br[C:2]1[CH:3]=[C:4]([CH2:7][S:8][C:9]2[C:19]3[CH2:18][CH2:17][N:16]([C:20]([O:22][C:23]([CH3:26])([CH3:25])[CH3:24])=[O:21])[CH2:15][CH2:14][C:13]=3[CH:12]=[CH:11][C:10]=2[Cl:27])[S:5][CH:6]=1.[CH3:28][N:29](C=O)C. The catalyst is [C-]#N.[Zn+2].[C-]#N. The product is [C:23]([O:22][C:20]([N:16]1[CH2:17][CH2:18][C:19]2[C:9]([S:8][CH2:7][C:4]3[S:5][CH:6]=[C:2]([C:28]#[N:29])[CH:3]=3)=[C:10]([Cl:27])[CH:11]=[CH:12][C:13]=2[CH2:14][CH2:15]1)=[O:21])([CH3:26])([CH3:25])[CH3:24]. The yield is 0.520. (5) The reactants are [Cl-].O[NH3+:3].[C:4](=[O:7])([O-])[OH:5].[Na+].CS(C)=O.[CH2:13]([C:15]1[N:16]([C:40]2[CH:45]=[CH:44][C:43]([O:46][CH:47]([CH3:49])[CH3:48])=[C:42]([F:50])[CH:41]=2)[C:17](=[O:39])[C:18]([CH2:24][C:25]2[CH:30]=[CH:29][C:28]([C:31]3[C:32]([C:37]#[N:38])=[CH:33][CH:34]=[CH:35][CH:36]=3)=[CH:27][CH:26]=2)=[C:19]([CH2:21][CH2:22][CH3:23])[N:20]=1)[CH3:14]. The catalyst is O. The product is [CH2:13]([C:15]1[N:16]([C:40]2[CH:45]=[CH:44][C:43]([O:46][CH:47]([CH3:48])[CH3:49])=[C:42]([F:50])[CH:41]=2)[C:17](=[O:39])[C:18]([CH2:24][C:25]2[CH:26]=[CH:27][C:28]([C:31]3[CH:36]=[CH:35][CH:34]=[CH:33][C:32]=3[C:37]3[NH:3][C:4](=[O:7])[O:5][N:38]=3)=[CH:29][CH:30]=2)=[C:19]([CH2:21][CH2:22][CH3:23])[N:20]=1)[CH3:14]. The yield is 0.480. (6) The reactants are CC1(C)C(C)(C)OB([C:9]2[CH:10]=[C:11]([C:15]3([CH2:19][NH:20][C:21](=[O:27])[O:22][C:23]([CH3:26])([CH3:25])[CH3:24])[CH2:18][O:17][CH2:16]3)[CH:12]=[CH:13][CH:14]=2)O1.I[C:30]1[CH:35]=[CH:34][N:33]=[C:32]2[N:36]([C:43]([C:56]3[CH:61]=[CH:60][CH:59]=[CH:58][CH:57]=3)([C:50]3[CH:55]=[CH:54][CH:53]=[CH:52][CH:51]=3)[C:44]3[CH:49]=[CH:48][CH:47]=[CH:46][CH:45]=3)[N:37]=[C:38]([C:39]([F:42])([F:41])[F:40])[C:31]=12.C(=O)([O-])[O-].[Na+].[Na+].O. The catalyst is O1CCOCC1.CC(C)([P](C(C)(C)C)([Pd][P](C(C)(C)C)(C(C)(C)C)C(C)(C)C)C(C)(C)C)C.C(OCC)(=O)C. The product is [F:40][C:39]([F:42])([F:41])[C:38]1[C:31]2[C:32](=[N:33][CH:34]=[CH:35][C:30]=2[C:9]2[CH:10]=[C:11]([C:15]3([CH2:19][NH:20][C:21](=[O:27])[O:22][C:23]([CH3:25])([CH3:24])[CH3:26])[CH2:16][O:17][CH2:18]3)[CH:12]=[CH:13][CH:14]=2)[N:36]([C:43]([C:56]2[CH:61]=[CH:60][CH:59]=[CH:58][CH:57]=2)([C:50]2[CH:55]=[CH:54][CH:53]=[CH:52][CH:51]=2)[C:44]2[CH:49]=[CH:48][CH:47]=[CH:46][CH:45]=2)[N:37]=1. The yield is 0.500.